Dataset: Merck oncology drug combination screen with 23,052 pairs across 39 cell lines. Task: Regression. Given two drug SMILES strings and cell line genomic features, predict the synergy score measuring deviation from expected non-interaction effect. (1) Drug 1: COC12C(COC(N)=O)C3=C(C(=O)C(C)=C(N)C3=O)N1CC1NC12. Drug 2: Cn1cc(-c2cnn3c(N)c(Br)c(C4CCCNC4)nc23)cn1. Cell line: MSTO. Synergy scores: synergy=5.58. (2) Drug 1: O=c1[nH]cc(F)c(=O)[nH]1. Synergy scores: synergy=32.3. Drug 2: COC1CC2CCC(C)C(O)(O2)C(=O)C(=O)N2CCCCC2C(=O)OC(C(C)CC2CCC(OP(C)(C)=O)C(OC)C2)CC(=O)C(C)C=C(C)C(O)C(OC)C(=O)C(C)CC(C)C=CC=CC=C1C. Cell line: A2058.